This data is from Catalyst prediction with 721,799 reactions and 888 catalyst types from USPTO. The task is: Predict which catalyst facilitates the given reaction. (1) The catalyst class is: 188. Product: [CH3:26][CH:27]([CH2:39][CH2:40][CH2:41][CH:42]([CH3:43])[CH3:44])[CH2:28][CH2:29][Si:30]1([CH2:33][CH2:34][CH2:35][CH2:36][CH2:37][CH3:38])[C:2]2[CH:6]=[CH:5][S:4][C:3]=2[C:11]2[S:12][CH:13]=[CH:14][C:15]1=2. Reactant: Br[C:2]1[CH:6]=[C:5]([Si](C)(C)C)[S:4][C:3]=1[C:11]1[S:12][C:13]([Si](C)(C)C)=[CH:14][C:15]=1Br.C([Li])CCC.[CH3:26][CH:27]([CH2:39][CH2:40][CH2:41][CH:42]([CH3:44])[CH3:43])[CH2:28][CH2:29][Si:30]([CH2:33][CH2:34][CH2:35][CH2:36][CH2:37][CH3:38])(Cl)Cl.O. (2) The catalyst class is: 3. Reactant: [C:1]([CH2:4][O:5][CH2:6][C:7]([NH:9][CH2:10][CH2:11][CH2:12][CH2:13][CH2:14][CH2:15][CH2:16][NH:17][C:18]([CH2:20][O:21][CH2:22][C:23]([OH:25])=O)=[O:19])=[O:8])([OH:3])=O.CN(C(ON1N=[N:41][C:36]2[CH:37]=[CH:38][CH:39]=[CH:40][C:35]1=2)=[N+](C)C)C.F[P-](F)(F)(F)(F)F.CC[N:52]([CH:56]([CH3:58])[CH3:57])[CH:53]([CH3:55])[CH3:54].[NH2:59][C:60]1[CH:88]=[CH:87][C:63]([CH2:64][C:65]2[CH:69]=[C:68]([C:70]3[CH:75]=[CH:74][C:73]([Br:76])=[CH:72][CH:71]=3)[N:67]([C:77]3[CH:82]=[CH:81][C:80]([S:83]([NH2:86])(=[O:85])=[O:84])=[CH:79][CH:78]=3)[N:66]=2)=[CH:62][CH:61]=1. Product: [Br:76][C:73]1[CH:72]=[CH:71][C:70]([C:68]2[N:67]([C:77]3[CH:82]=[CH:81][C:80]([S:83](=[O:85])(=[O:84])[NH2:86])=[CH:79][CH:78]=3)[N:66]=[C:65]([CH2:64][C:63]3[CH:87]=[CH:88][C:60]([NH:59][C:23]([CH2:22][O:21][CH2:20][C:18]([NH:17][CH2:16][CH2:15][CH2:14][CH2:13][CH2:12][CH2:11][CH2:10][NH:9][C:7]([CH2:6][O:5][CH2:4][C:1]([CH:61]([C:60]4[CH:58]=[C:56]([C:57]5[CH:75]=[CH:74][C:73]([Br:76])=[CH:72][CH:71]=5)[N:52]([C:53]5[CH:54]=[CH:79][C:80]([S:83]([NH2:86])(=[O:85])=[O:84])=[CH:81][CH:55]=5)[N:59]=4)[C:39]4[CH:40]=[CH:35][C:36]([NH2:41])=[CH:37][CH:38]=4)=[O:3])=[O:8])=[O:19])=[O:25])=[CH:61][CH:62]=3)[CH:69]=2)=[CH:75][CH:74]=1. (3) Reactant: [NH2:1][C:2]1[CH:6]=[C:5]([C:7](=[N:18][OH:19])[NH:8][CH2:9][C:10]2[CH:15]=[C:14]([Cl:16])[CH:13]=[CH:12][C:11]=2[CH3:17])[O:4][N:3]=1.C1N=CN([C:25](N2C=NC=C2)=[O:26])C=1. Product: [NH2:1][C:2]1[CH:6]=[C:5]([C:7]2[N:8]([CH2:9][C:10]3[CH:15]=[C:14]([Cl:16])[CH:13]=[CH:12][C:11]=3[CH3:17])[C:25](=[O:26])[O:19][N:18]=2)[O:4][N:3]=1. The catalyst class is: 1. (4) Product: [F:22][C:23]1[CH:28]=[CH:27][C:26]([CH:29]2[CH2:30][CH2:31][N:32]([C:2]3[NH:3][C:4](=[O:11])[C:5]4[CH:10]=[N:9][NH:8][C:6]=4[N:7]=3)[CH2:33][CH2:34]2)=[CH:25][CH:24]=1. Reactant: Cl[C:2]1[NH:3][C:4](=[O:11])[C:5]2[CH:10]=[N:9][NH:8][C:6]=2[N:7]=1.CCN(C(C)C)C(C)C.Cl.[F:22][C:23]1[CH:28]=[CH:27][C:26]([CH:29]2[CH2:34][CH2:33][NH:32][CH2:31][CH2:30]2)=[CH:25][CH:24]=1. The catalyst class is: 8. (5) Reactant: [Cl:1][C:2]1[CH:3]=[C:4]([CH:10]([CH3:32])[C:11]([NH:13][CH2:14][C:15]2[C:16]([N:25]3[CH2:30][CH2:29][CH:28]([CH3:31])[CH2:27][CH2:26]3)=[N:17][C:18]([C:21]([F:24])([F:23])[F:22])=[CH:19][CH:20]=2)=[O:12])[CH:5]=[CH:6][C:7]=1[C:8]#[N:9].[C:33](O[C:33]([O:35][C:36]([CH3:39])([CH3:38])[CH3:37])=[O:34])([O:35][C:36]([CH3:39])([CH3:38])[CH3:37])=[O:34].[BH4-].[Na+].NCCNCCN. Product: [Cl:1][C:2]1[CH:3]=[C:4]([CH:10]([CH3:32])[C:11]([NH:13][CH2:14][C:15]2[C:16]([N:25]3[CH2:26][CH2:27][CH:28]([CH3:31])[CH2:29][CH2:30]3)=[N:17][C:18]([C:21]([F:22])([F:24])[F:23])=[CH:19][CH:20]=2)=[O:12])[CH:5]=[CH:6][C:7]=1[CH2:8][NH:9][C:33](=[O:34])[O:35][C:36]([CH3:39])([CH3:38])[CH3:37]. The catalyst class is: 5. (6) Reactant: [CH3:1][S:2]([C:5]1[CH:10]=[CH:9][C:8]([C:11]2[C:16]([C:17]#[C:18][Si](C)(C)C)=[C:15]([CH3:23])[N:14]=[C:13]([NH2:24])[N:12]=2)=[CH:7][CH:6]=1)(=[O:4])=[O:3].C(=O)([O-])[O-].[K+].[K+]. Product: [C:17]([C:16]1[C:11]([C:8]2[CH:9]=[CH:10][C:5]([S:2]([CH3:1])(=[O:4])=[O:3])=[CH:6][CH:7]=2)=[N:12][C:13]([NH2:24])=[N:14][C:15]=1[CH3:23])#[CH:18]. The catalyst class is: 5. (7) Reactant: [CH3:1][NH:2][S:3]([C:6]1[CH:11]=[CH:10][CH:9]=[C:8]([O:12][CH2:13][CH2:14][CH2:15]Cl)[CH:7]=1)(=[O:5])=[O:4].[Na+].[I-:18]. Product: [CH3:1][NH:2][S:3]([C:6]1[CH:11]=[CH:10][CH:9]=[C:8]([O:12][CH2:13][CH2:14][CH2:15][I:18])[CH:7]=1)(=[O:5])=[O:4]. The catalyst class is: 6. (8) Reactant: [CH2:1]([N:8]([CH2:27][C:28]1[CH:33]=[CH:32][CH:31]=[CH:30][CH:29]=1)[C@@H:9]([CH2:16][C:17]1[CH:22]=[CH:21][C:20]([C:23]([F:26])([F:25])[F:24])=[CH:19][CH:18]=1)[C:10](N(OC)C)=[O:11])[C:2]1[CH:7]=[CH:6][CH:5]=[CH:4][CH:3]=1.C1COCC1.[H-].[H-].[H-].[H-].[Li+].[Al+3]. Product: [CH2:27]([N:8]([CH2:1][C:2]1[CH:3]=[CH:4][CH:5]=[CH:6][CH:7]=1)[C@@H:9]([CH2:16][C:17]1[CH:22]=[CH:21][C:20]([C:23]([F:26])([F:25])[F:24])=[CH:19][CH:18]=1)[CH:10]=[O:11])[C:28]1[CH:33]=[CH:32][CH:31]=[CH:30][CH:29]=1. The catalyst class is: 25. (9) Reactant: B1([CH2:10][C:11]2[CH:16]=[CH:15][CH:14]=[CH:13][CH:12]=2)C2CCCC1CCC2.Br[C:18]1[C:23]2[O:24][CH:25]3[CH2:30][CH2:29][N:28]([C:31]([O:33][C:34]([CH3:37])([CH3:36])[CH3:35])=[O:32])[CH2:27][CH:26]3[C:22]=2[CH:21]=[C:20]([C:38]2[CH:43]=[CH:42][C:41]([Cl:44])=[CH:40][C:39]=2[Cl:45])[CH:19]=1.C([O-])([O-])=O.[K+].[K+]. Product: [CH2:10]([C:18]1[C:23]2[O:24][CH:25]3[CH2:30][CH2:29][N:28]([C:31]([O:33][C:34]([CH3:36])([CH3:37])[CH3:35])=[O:32])[CH2:27][CH:26]3[C:22]=2[CH:21]=[C:20]([C:38]2[CH:43]=[CH:42][C:41]([Cl:44])=[CH:40][C:39]=2[Cl:45])[CH:19]=1)[C:11]1[CH:16]=[CH:15][CH:14]=[CH:13][CH:12]=1. The catalyst class is: 6.